Dataset: Full USPTO retrosynthesis dataset with 1.9M reactions from patents (1976-2016). Task: Predict the reactants needed to synthesize the given product. (1) Given the product [C:1]([NH:5][C:6]1[N:15]([CH:16]2[CH2:18][CH2:17]2)[C:14](=[O:19])[C:13]2[C:8](=[C:9]([C:28]3[NH:27][C:26]4[C@@H:22]([CH3:21])[NH:23][C:24](=[O:39])[C:25]=4[CH:29]=3)[CH:10]=[CH:11][CH:12]=2)[N:7]=1)([CH3:4])([CH3:3])[CH3:2], predict the reactants needed to synthesize it. The reactants are: [C:1]([NH:5][C:6]1[N:15]([CH:16]2[CH2:18][CH2:17]2)[C:14](=[O:19])[C:13]2[C:8](=[C:9](I)[CH:10]=[CH:11][CH:12]=2)[N:7]=1)([CH3:4])([CH3:3])[CH3:2].[CH3:21][C@@H:22]1[C:26]2[NH:27][C:28](B3OC(C)(C)C(C)(C)O3)=[CH:29][C:25]=2[C:24](=[O:39])[NH:23]1. (2) Given the product [F:50][C:49]([F:52])([F:51])[C:37]([OH:36])=[O:53].[Cl:1][C:2]1[CH:7]=[C:6]([C:8]2[C:17]3[C:12](=[CH:13][C:14]([S:18]([NH:21][C:22]4[N:23]=[CH:24][S:25][CH:26]=4)(=[O:19])=[O:20])=[CH:15][CH:16]=3)[N:11]=[CH:10][N:9]=2)[C:5]([O:36][CH3:37])=[CH:4][C:3]=1[C:38]1[CH:43]=[CH:42][CH:41]=[C:40]([F:44])[CH:39]=1, predict the reactants needed to synthesize it. The reactants are: [Cl:1][C:2]1[CH:7]=[C:6]([C:8]2[C:17]3[C:12](=[CH:13][C:14]([S:18]([N:21](CC4C=CC(OC)=CC=4)[C:22]4[N:23]=[CH:24][S:25][CH:26]=4)(=[O:20])=[O:19])=[CH:15][CH:16]=3)[N:11]=[CH:10][N:9]=2)[C:5]([O:36][CH3:37])=[CH:4][C:3]=1[C:38]1[CH:43]=[CH:42][CH:41]=[C:40]([F:44])[CH:39]=1.OS([C:49]([F:52])([F:51])[F:50])(=O)=O.[OH2:53]. (3) Given the product [CH2:25]([NH:24][C:13]([C@H:9]1[CH2:10][CH2:11][CH2:12][N:8]1[C:6]([O:5][C:1]([CH3:2])([CH3:3])[CH3:4])=[O:7])=[O:15])[CH3:26], predict the reactants needed to synthesize it. The reactants are: [C:1]([O:5][C:6]([N:8]1[CH2:12][CH2:11][CH2:10][C@@H:9]1[C:13]([OH:15])=O)=[O:7])([CH3:4])([CH3:3])[CH3:2].CN(C(O[N:24]1N=N[C:26]2C=CC=N[C:25]1=2)=[N+](C)C)C.F[P-](F)(F)(F)(F)F.C(N)C.CCN(C(C)C)C(C)C. (4) Given the product [CH:16]([NH:1][C@@H:2]1[CH2:7][CH2:6][CH2:5][N:4]([C:8]([O:10][C:11]([CH3:14])([CH3:13])[CH3:12])=[O:9])[CH2:3]1)([CH3:18])[CH3:15], predict the reactants needed to synthesize it. The reactants are: [NH2:1][C@@H:2]1[CH2:7][CH2:6][CH2:5][N:4]([C:8]([O:10][C:11]([CH3:14])([CH3:13])[CH3:12])=[O:9])[CH2:3]1.[CH3:15][C:16]([CH3:18])=O.C(O[BH-](OC(=O)C)OC(=O)C)(=O)C.[Na+].C(=O)([O-])O.[Na+]. (5) Given the product [CH3:27][O:26][C:23]1[CH:24]=[CH:25][C:20]([C@H:18]2[CH2:19][C@@H:17]2[CH2:16][O:15][C:13]2[CH:14]=[C:9]([NH:8][CH2:30][C:31]3[N:32]=[N:33][N:34]([CH3:36])[CH:35]=3)[C:10](=[O:29])[N:11]([CH3:28])[N:12]=2)=[N:21][CH:22]=1.[C:44]([OH:50])([C:46]([F:49])([F:48])[F:47])=[O:45], predict the reactants needed to synthesize it. The reactants are: COC1C=CC(C[N:8]([CH2:30][C:31]2[N:32]=[N:33][N:34]([CH3:36])[CH:35]=2)[C:9]2[C:10](=[O:29])[N:11]([CH3:28])[N:12]=[C:13]([O:15][CH2:16][C@H:17]3[CH2:19][C@@H:18]3[C:20]3[CH:25]=[CH:24][C:23]([O:26][CH3:27])=[CH:22][N:21]=3)[CH:14]=2)=CC=1.C([O-])(O)=O.[Na+].[C:44]([OH:50])([C:46]([F:49])([F:48])[F:47])=[O:45]. (6) Given the product [CH2:1]([C:3]1[C:11]([C:12]([O:14][CH3:15])=[O:13])=[CH:10][CH:9]=[C:8]2[C:4]=1[CH:5]=[CH:6][NH:7]2)[CH3:2], predict the reactants needed to synthesize it. The reactants are: [CH:1]([C:3]1[C:11]([C:12]([O:14][CH3:15])=[O:13])=[CH:10][CH:9]=[C:8]2[C:4]=1[CH:5]=[CH:6][NH:7]2)=[CH2:2]. (7) Given the product [F:14][C:15]1[CH:20]=[CH:19][C:18]([C:10]2[S:9][N:8]=[C:7]([C:4]3[CH:5]=[CH:6][C:1]([CH3:13])=[CH:2][CH:3]=3)[N:11]=2)=[CH:17][CH:16]=1, predict the reactants needed to synthesize it. The reactants are: [C:1]1([CH3:13])[CH:6]=[CH:5][C:4]([C:7]2[N:11]=[C:10](Cl)[S:9][N:8]=2)=[CH:3][CH:2]=1.[F:14][C:15]1[CH:20]=[CH:19][C:18]([Mg]Br)=[CH:17][CH:16]=1.O=O.